Predict the reactants needed to synthesize the given product. From a dataset of Full USPTO retrosynthesis dataset with 1.9M reactions from patents (1976-2016). Given the product [CH2:20]([N:27]1[CH:35]=[C:34]2[C:29]([CH:30]=[C:31]([C:2]3[C:3]([CH3:19])=[C:4]([CH2:12][N:13]4[CH2:18][CH2:17][O:16][CH2:15][CH2:14]4)[N:5]4[C:10]=3[C:9]([NH2:11])=[N:8][CH:7]=[N:6]4)[CH:32]=[CH:33]2)=[N:28]1)[C:21]1[CH:26]=[CH:25][CH:24]=[CH:23][CH:22]=1, predict the reactants needed to synthesize it. The reactants are: Br[C:2]1[C:3]([CH3:19])=[C:4]([CH2:12][N:13]2[CH2:18][CH2:17][O:16][CH2:15][CH2:14]2)[N:5]2[C:10]=1[C:9]([NH2:11])=[N:8][CH:7]=[N:6]2.[CH2:20]([N:27]1[CH:35]=[C:34]2[C:29]([CH:30]=[C:31](B3OC(C)(C)C(C)(C)O3)[CH:32]=[CH:33]2)=[N:28]1)[C:21]1[CH:26]=[CH:25][CH:24]=[CH:23][CH:22]=1.C([O-])([O-])=O.[K+].[K+].O.